Dataset: NCI-60 drug combinations with 297,098 pairs across 59 cell lines. Task: Regression. Given two drug SMILES strings and cell line genomic features, predict the synergy score measuring deviation from expected non-interaction effect. (1) Cell line: K-562. Synergy scores: CSS=47.4, Synergy_ZIP=0.968, Synergy_Bliss=4.87, Synergy_Loewe=-4.17, Synergy_HSA=3.90. Drug 1: CC(C1=C(C=CC(=C1Cl)F)Cl)OC2=C(N=CC(=C2)C3=CN(N=C3)C4CCNCC4)N. Drug 2: CCC1(C2=C(COC1=O)C(=O)N3CC4=CC5=C(C=CC(=C5CN(C)C)O)N=C4C3=C2)O.Cl. (2) Drug 1: C1CCC(C1)C(CC#N)N2C=C(C=N2)C3=C4C=CNC4=NC=N3. Drug 2: C1CCC(C(C1)N)N.C(=O)(C(=O)[O-])[O-].[Pt+4]. Cell line: HCC-2998. Synergy scores: CSS=20.7, Synergy_ZIP=4.41, Synergy_Bliss=8.08, Synergy_Loewe=-19.5, Synergy_HSA=4.07.